From a dataset of Reaction yield outcomes from USPTO patents with 853,638 reactions. Predict the reaction yield, written as a fraction of the theoretical maximum amount of product (1.0 means a 100% yield; for example, 0.34 means a 34% yield). (1) The reactants are [N:1]1([C:6]2[CH:11]=[CH:10][C:9](/[CH:12]=[CH:13]/[C:14]([C:16]3[CH:21]=[C:20]([Cl:22])[CH:19]=[C:18]([Cl:23])[CH:17]=3)=[O:15])=[CH:8][CH:7]=2)[CH:5]=[N:4][CH:3]=[N:2]1.[F:24][C:25]([Si](C)(C)C)([F:27])[F:26].[F-].C([N+](CCCC)(CCCC)CCCC)CCC.Cl. The catalyst is C1COCC1. The product is [N:1]1([C:6]2[CH:11]=[CH:10][C:9](/[CH:12]=[CH:13]/[C:14]([C:16]3[CH:17]=[C:18]([Cl:23])[CH:19]=[C:20]([Cl:22])[CH:21]=3)([OH:15])[C:25]([F:27])([F:26])[F:24])=[CH:8][CH:7]=2)[CH:5]=[N:4][CH:3]=[N:2]1. The yield is 0.250. (2) The catalyst is CO. The yield is 0.930. The product is [CH:1]1([CH:6]([C:8]2[CH:13]=[CH:12][CH:11]=[CH:10][N:9]=2)[NH2:16])[CH2:5][CH2:4][CH2:3][CH2:2]1. The reactants are [CH:1]1([C:6]([C:8]2[CH:13]=[CH:12][CH:11]=[CH:10][N:9]=2)=O)[CH2:5][CH2:4][CH2:3][CH2:2]1.[BH3-]C#[N:16].[Na+]. (3) The reactants are [F:1][C:2]1[CH:7]=[C:6]([F:8])[CH:5]=[CH:4][C:3]=1[C:9]([OH:34])([CH2:28][N:29]1[CH:33]=[N:32][N:31]=[N:30]1)[C:10]([F:27])([F:26])[C:11]1[CH:16]=[CH:15][C:14](/[CH:17]=[CH:18]/[CH2:19][O:20][CH2:21][C:22]([F:25])([F:24])[F:23])=[CH:13][N:12]=1. The catalyst is CCO.[Pd]. The product is [F:1][C:2]1[CH:7]=[C:6]([F:8])[CH:5]=[CH:4][C:3]=1[C:9]([OH:34])([CH2:28][N:29]1[CH:33]=[N:32][N:31]=[N:30]1)[C:10]([F:27])([F:26])[C:11]1[CH:16]=[CH:15][C:14]([CH2:17][CH2:18][CH2:19][O:20][CH2:21][C:22]([F:25])([F:24])[F:23])=[CH:13][N:12]=1. The yield is 0.750. (4) The reactants are [N:1]1([CH2:8][CH2:9][N:10]2[C:14]3=[N:15][CH:16]=[N:17][C:18]([NH:19][CH3:20])=[C:13]3[CH:12]=[N:11]2)[CH2:7][CH2:6][CH2:5][CH2:4][CH2:3][CH2:2]1.C(O[C:25](=[O:27])[CH3:26])(=O)C. The catalyst is N1C=CC=CC=1. The product is [N:1]1([CH2:8][CH2:9][N:10]2[C:14]3=[N:15][CH:16]=[N:17][C:18]([N:19]([CH3:20])[C:25](=[O:27])[CH3:26])=[C:13]3[CH:12]=[N:11]2)[CH2:2][CH2:3][CH2:4][CH2:5][CH2:6][CH2:7]1. The yield is 0.270.